Dataset: KCNQ2 potassium channel screen with 302,405 compounds. Task: Binary Classification. Given a drug SMILES string, predict its activity (active/inactive) in a high-throughput screening assay against a specified biological target. The drug is Clc1sc(C(/[O-])=C(\[n+]2cc(ccc2)CO)C(=S)Nc2ccc(SC(F)F)cc2)cc1. The result is 0 (inactive).